This data is from Peptide-MHC class I binding affinity with 185,985 pairs from IEDB/IMGT. The task is: Regression. Given a peptide amino acid sequence and an MHC pseudo amino acid sequence, predict their binding affinity value. This is MHC class I binding data. (1) The peptide sequence is AVNPGLLETS. The MHC is HLA-A11:01 with pseudo-sequence HLA-A11:01. The binding affinity (normalized) is 0. (2) The peptide sequence is IPVHPRHPY. The MHC is HLA-A32:15 with pseudo-sequence HLA-A32:15. The binding affinity (normalized) is 0.328. (3) The peptide sequence is FIISTLNKIL. The MHC is HLA-A02:01 with pseudo-sequence HLA-A02:01. The binding affinity (normalized) is 0.525. (4) The peptide sequence is ANRLTTLQR. The MHC is HLA-A31:01 with pseudo-sequence HLA-A31:01. The binding affinity (normalized) is 0.193. (5) The peptide sequence is ATIMPHNLY. The MHC is HLA-B18:01 with pseudo-sequence HLA-B18:01. The binding affinity (normalized) is 0.0847. (6) The peptide sequence is SIISTFHLS. The MHC is HLA-A02:02 with pseudo-sequence HLA-A02:02. The binding affinity (normalized) is 0.401.